Dataset: Peptide-MHC class I binding affinity with 185,985 pairs from IEDB/IMGT. Task: Regression. Given a peptide amino acid sequence and an MHC pseudo amino acid sequence, predict their binding affinity value. This is MHC class I binding data. (1) The binding affinity (normalized) is 0.438. The MHC is HLA-B53:01 with pseudo-sequence HLA-B53:01. The peptide sequence is SVTRLENLMW. (2) The peptide sequence is RRTPKKAK. The MHC is Mamu-B03 with pseudo-sequence Mamu-B03. The binding affinity (normalized) is 0.550. (3) The MHC is BoLA-D18.4 with pseudo-sequence BoLA-D18.4. The peptide sequence is KQFCLSILL. The binding affinity (normalized) is 0.378.